Dataset: Forward reaction prediction with 1.9M reactions from USPTO patents (1976-2016). Task: Predict the product of the given reaction. (1) Given the reactants Cl.[OH:2][CH:3]1[O:11][C@H:10]([CH2:12][OH:13])[C@@H:8]([OH:9])[C@H:6]([OH:7])[C@H:4]1[NH2:5].C(N(CC)CC)C.[C:21]([NH:28][C@H:29]([C:31](O)=[O:32])[CH3:30])([O:23][C:24]([CH3:27])([CH3:26])[CH3:25])=[O:22].C(Cl)CCl, predict the reaction product. The product is: [O:32]=[C:31]([NH:5][C@@H:4]1[C@@H:6]([OH:7])[C@H:8]([OH:9])[C@@H:10]([CH2:12][OH:13])[O:11][C@H:3]1[OH:2])[C@@H:29]([NH:28][C:21](=[O:22])[O:23][C:24]([CH3:27])([CH3:26])[CH3:25])[CH3:30]. (2) Given the reactants [Br:1][C:2]1[N:7]=[C:6]([O:8][CH3:9])[C:5](I)=[CH:4][CH:3]=1.C([Li])CCC.CN(C)[C:18](=[O:20])[CH3:19].O, predict the reaction product. The product is: [Br:1][C:2]1[N:7]=[C:6]([O:8][CH3:9])[C:5]([C:18](=[O:20])[CH3:19])=[CH:4][CH:3]=1. (3) Given the reactants [F:1][C:2]([F:28])([F:27])[C:3]1[CH:20]=[CH:19][C:6]([CH2:7][NH:8][C:9](=[O:18])[C:10]2[CH:15]=[CH:14][CH:13]=[C:12]([NH2:16])[C:11]=2[OH:17])=[C:5]([N:21]2[CH2:26][CH2:25][CH2:24][CH2:23][CH2:22]2)[CH:4]=1.Cl[CH2:30][C:31](Cl)=[O:32].C([O-])([O-])=O.[K+].[K+], predict the reaction product. The product is: [F:28][C:2]([F:1])([F:27])[C:3]1[CH:20]=[CH:19][C:6]([CH2:7][NH:8][C:9]([C:10]2[C:11]3[O:17][CH2:30][C:31](=[O:32])[NH:16][C:12]=3[CH:13]=[CH:14][CH:15]=2)=[O:18])=[C:5]([N:21]2[CH2:26][CH2:25][CH2:24][CH2:23][CH2:22]2)[CH:4]=1. (4) The product is: [N:42]1([C:29]([CH:25]2[CH2:26][CH2:27][CH2:28][N:22]([C:20]([C:19]3[C:15]4[CH2:14][O:13][C:8]5[CH:9]=[C:10]([O:11][CH3:12])[C:5]([O:4][CH:1]([CH3:3])[CH3:2])=[CH:6][C:7]=5[C:16]=4[N:17]([C:32]4[CH:36]=[CH:35][S:34][CH:33]=4)[N:18]=3)=[O:21])[CH2:23][CH2:24]2)=[O:30])[CH2:43][CH2:48][CH2:46]1. Given the reactants [CH:1]([O:4][C:5]1[C:10]([O:11][CH3:12])=[CH:9][C:8]2[O:13][CH2:14][C:15]3[C:19]([C:20]([N:22]4[CH2:28][CH2:27][CH2:26][CH:25]([C:29](O)=[O:30])[CH2:24][CH2:23]4)=[O:21])=[N:18][N:17]([C:32]4[CH:36]=[CH:35][S:34][CH:33]=4)[C:16]=3[C:7]=2[CH:6]=1)([CH3:3])[CH3:2].C(Cl)Cl.CC[N:42]([CH:46]([CH3:48])C)[CH:43](C)C.N1CCC1.C(P1(=O)OP(=O)(CCC)OP(=O)(CCC)O1)CC, predict the reaction product. (5) Given the reactants C([O:8][N:9]1[C:15](=[O:16])[N:14]2[CH2:17][C@H:10]1[CH2:11][CH2:12][C@H:13]2[C:18]([NH:20][O:21][C@H:22]1[CH2:27][CH2:26][CH2:25][N:24]([C:28]([O:30][C:31]([CH3:34])([CH3:33])[CH3:32])=[O:29])[CH2:23]1)=[O:19])C1C=CC=CC=1.[H][H], predict the reaction product. The product is: [OH:8][N:9]1[C:15](=[O:16])[N:14]2[CH2:17][C@H:10]1[CH2:11][CH2:12][C@H:13]2[C:18]([NH:20][O:21][C@H:22]1[CH2:27][CH2:26][CH2:25][N:24]([C:28]([O:30][C:31]([CH3:34])([CH3:33])[CH3:32])=[O:29])[CH2:23]1)=[O:19]. (6) Given the reactants [CH3:1][CH:2]([CH2:6][C@H:7]([C@@H:9]1[C@:26]2([CH3:27])[C@H:12]([C@H:13]3[C@H:23]([CH2:24][C@@H:25]2[OH:28])[C@:21]2([CH3:22])[C@@H:16]([CH2:17][C@@H:18]([O:29][CH2:30][CH2:31][N:32]([C:34]4[CH:39]=[CH:38][C:37]([C@H:40]5[CH2:57][C@@:55]6([CH3:56])[C@@H:51]([CH2:52][CH2:53][C@:54]6([OH:61])[C:58]#[C:59][CH3:60])[C@H:50]6[C:41]5=[C:42]5[C:47]([CH2:48][CH2:49]6)=[CH:46][C:45](=[O:62])[CH2:44][CH2:43]5)=[CH:36][CH:35]=4)[CH3:33])[CH2:19][CH2:20]2)[CH2:15][C@H:14]3[O:63][CH2:64]SC)[CH2:11][CH2:10]1)[CH3:8])[C:3]([OH:5])=[O:4].S(Cl)([Cl:70])(=O)=O, predict the reaction product. The product is: [CH3:1][CH:2]([CH2:6][C@H:7]([C@@H:9]1[C@:26]2([CH3:27])[C@H:12]([C@H:13]3[C@H:23]([CH2:24][C@@H:25]2[OH:28])[C@:21]2([CH3:22])[C@@H:16]([CH2:17][C@@H:18]([O:29][CH2:30][CH2:31][N:32]([C:34]4[CH:39]=[CH:38][C:37]([C@H:40]5[CH2:57][C@@:55]6([CH3:56])[C@@H:51]([CH2:52][CH2:53][C@:54]6([OH:61])[C:58]#[C:59][CH3:60])[C@H:50]6[C:41]5=[C:42]5[C:47]([CH2:48][CH2:49]6)=[CH:46][C:45](=[O:62])[CH2:44][CH2:43]5)=[CH:36][CH:35]=4)[CH3:33])[CH2:19][CH2:20]2)[CH2:15][C@H:14]3[O:63][CH2:64][Cl:70])[CH2:11][CH2:10]1)[CH3:8])[C:3]([OH:5])=[O:4]. (7) Given the reactants [CH3:1][N:2]1[C:6]([C:7]2[CH:8]=[C:9]([C:13]([O:15]C)=[O:14])[O:10][C:11]=2[CH3:12])=[C:5]([CH3:17])[CH:4]=[N:3]1.[OH-].[Na+], predict the reaction product. The product is: [CH3:1][N:2]1[C:6]([C:7]2[CH:8]=[C:9]([C:13]([OH:15])=[O:14])[O:10][C:11]=2[CH3:12])=[C:5]([CH3:17])[CH:4]=[N:3]1. (8) Given the reactants [NH2:1][C:2]1[C:3]2[C:10](I)=[CH:9][N:8]([CH2:12][C@@H:13]([NH:16][C:17](=[O:23])[O:18][C:19]([CH3:22])([CH3:21])[CH3:20])[CH:14]=[CH2:15])[C:4]=2[N:5]=[CH:6][N:7]=1.C(=O)([O-])[O-].[Cs+].[Cs+].CO[CH2:32][CH2:33]OC.O.C(O[CH2:41][CH3:42])(=O)C, predict the reaction product. The product is: [NH2:1][C:2]1[C:3]2[C:10]([C:10]3[CH:9]=[N:8][C:4]4[C:32]([CH:33]=3)=[CH:42][CH:41]=[CH:2][CH:3]=4)=[CH:9][N:8]([CH2:12][C@@H:13]([NH:16][C:17](=[O:23])[O:18][C:19]([CH3:22])([CH3:21])[CH3:20])[CH:14]=[CH2:15])[C:4]=2[N:5]=[CH:6][N:7]=1.